This data is from Reaction yield outcomes from USPTO patents with 853,638 reactions. The task is: Predict the reaction yield, written as a fraction of the theoretical maximum amount of product (1.0 means a 100% yield; for example, 0.34 means a 34% yield). (1) The reactants are [CH:1]1([C:7](=[S:9])[NH2:8])[CH2:6][CH2:5][CH2:4][CH2:3][CH2:2]1.Br[CH2:11][C:12](=O)[C:13]([O:15][CH2:16][CH3:17])=[O:14]. The catalyst is C1COCC1. The product is [CH2:16]([O:15][C:13]([C:12]1[N:8]=[C:7]([CH:1]2[CH2:6][CH2:5][CH2:4][CH2:3][CH2:2]2)[S:9][CH:11]=1)=[O:14])[CH3:17]. The yield is 0.740. (2) The reactants are [NH2:1][C:2]([CH3:6])([CH3:5])[CH2:3][OH:4].[C:7](O[C:7]([O:9][C:10]([CH3:13])([CH3:12])[CH3:11])=[O:8])([O:9][C:10]([CH3:13])([CH3:12])[CH3:11])=[O:8]. The catalyst is O. The product is [C:10]([O:9][C:7](=[O:8])[NH:1][C:2]([CH3:6])([CH3:5])[CH2:3][OH:4])([CH3:13])([CH3:12])[CH3:11]. The yield is 0.530. (3) The reactants are [CH3:1][N:2]1[C:10]2[C:5](=[CH:6][CH:7]=[CH:8][CH:9]=2)[CH:4]=[C:3]1[C:11]1[CH:16]=[CH:15][CH:14]=[CH:13][CH:12]=1.CO[CH:19](OC)[CH2:20][C:21](=[O:23])[CH3:22].Cl. The catalyst is C(O)(=O)C. The product is [CH3:1][N:2]1[C:10]2[C:5](=[CH:6][CH:7]=[CH:8][CH:9]=2)[C:4](/[CH:19]=[CH:20]/[C:21](=[O:23])[CH3:22])=[C:3]1[C:11]1[CH:16]=[CH:15][CH:14]=[CH:13][CH:12]=1. The yield is 0.890. (4) The reactants are Cl[C:2]1[N:7]=[CH:6][C:5]2[N:8]=[C:9]([C@H:17]([O:19][CH:20]3[CH2:25][CH2:24][CH2:23][CH2:22][O:21]3)[CH3:18])[N:10]([C@@H:11]([CH3:16])[C:12]([F:15])([F:14])[F:13])[C:4]=2[CH:3]=1.[NH2:26][C:27]1[CH:32]=[CH:31][N:30]=[C:29]([N:33]2[CH2:38][CH2:37][C@H:36]([OH:39])[C@H:35]([F:40])[CH2:34]2)[N:28]=1.C1(P(C2CCCCC2)C2C=CC=CC=2C2C(C(C)C)=CC(C(C)C)=CC=2C(C)C)CCCCC1.C(=O)([O-])[O-].[Cs+].[Cs+]. The catalyst is O1CCOCC1.C1C=CC(/C=C/C(/C=C/C2C=CC=CC=2)=O)=CC=1.C1C=CC(/C=C/C(/C=C/C2C=CC=CC=2)=O)=CC=1.C1C=CC(/C=C/C(/C=C/C2C=CC=CC=2)=O)=CC=1.[Pd].[Pd]. The product is [F:40][C@H:35]1[C@@H:36]([OH:39])[CH2:37][CH2:38][N:33]([C:29]2[N:28]=[C:27]([NH:26][C:2]3[N:7]=[CH:6][C:5]4[N:8]=[C:9]([C@H:17]([O:19][CH:20]5[CH2:25][CH2:24][CH2:23][CH2:22][O:21]5)[CH3:18])[N:10]([C@@H:11]([CH3:16])[C:12]([F:15])([F:14])[F:13])[C:4]=4[CH:3]=3)[CH:32]=[CH:31][N:30]=2)[CH2:34]1. The yield is 0.550.